The task is: Predict the reaction yield, written as a fraction of the theoretical maximum amount of product (1.0 means a 100% yield; for example, 0.34 means a 34% yield).. This data is from Reaction yield outcomes from USPTO patents with 853,638 reactions. (1) The reactants are [Li][CH2:2]CCC.[CH2:6]1[CH2:23][O:22][C:8]([C:11]2[C:12]([O:20][CH3:21])=[C:13]([C:16]([F:19])=[CH:17][CH:18]=2)[CH:14]=O)([CH2:9][CH3:10])[O:7]1. The catalyst is [Br-].C[P+](C1C=CC=CC=1)(C1C=CC=CC=1)C1C=CC=CC=1.C1COCC1.[Cl-].[Na+].O. The product is [CH2:6]1[CH2:23][O:22][C:8]([C:11]2[C:12]([O:20][CH3:21])=[C:13]([C:16]([F:19])=[CH:17][CH:18]=2)[CH:14]=[CH2:2])([CH2:9][CH3:10])[O:7]1. The yield is 0.700. (2) The reactants are CC([O-])(C)C.[K+].[C:7]([CH2:9][C:10]([NH2:12])=[O:11])#[N:8].[CH3:13][C:14](=O)/[CH:15]=[CH:16]/[CH2:17][CH2:18][CH3:19]. The catalyst is CS(C)=O. The product is [CH3:13][C:14]1[NH:12][C:10](=[O:11])[C:9]([C:7]#[N:8])=[C:16]([CH2:17][CH2:18][CH3:19])[CH:15]=1. The yield is 0.320. (3) The yield is 0.770. The catalyst is C(#N)C.C(OCC)(=O)C. The product is [CH2:25]([C@H:11]([NH:12][C:13]([C@@H:14]([NH:15][C:16](=[O:19])[O:17][CH3:18])[C:20]([CH3:23])([CH3:22])[CH3:21])=[O:24])[CH2:10][C@H:9]([O:32][CH2:52][S:53][CH3:54])[C@@H:8]([NH:7][C:6](=[O:46])[C@H:5]([C:47]([CH3:50])([CH3:49])[CH3:48])[NH:4][C:3]([O:2][CH3:1])=[O:51])[CH2:33][C:34]1[CH:35]=[CH:36][C:37]([C:40]2[CH:45]=[CH:44][CH:43]=[CH:42][N:41]=2)=[CH:38][CH:39]=1)[C:26]1[CH:31]=[CH:30][CH:29]=[CH:28][CH:27]=1. The reactants are [CH3:1][O:2][C:3](=[O:51])[NH:4][C@@H:5]([C:47]([CH3:50])([CH3:49])[CH3:48])[C:6](=[O:46])[NH:7][C@@H:8]([CH2:33][C:34]1[CH:39]=[CH:38][C:37]([C:40]2[CH:45]=[CH:44][CH:43]=[CH:42][N:41]=2)=[CH:36][CH:35]=1)[C@@H:9]([OH:32])[CH2:10][C@H:11]([CH2:25][C:26]1[CH:31]=[CH:30][CH:29]=[CH:28][CH:27]=1)[NH:12][C:13](=[O:24])[C@H:14]([C:20]([CH3:23])([CH3:22])[CH3:21])[NH:15][C:16](=[O:19])[O:17][CH3:18].[CH3:52][S:53][CH3:54].C(OOC(=O)C1C=CC=CC=1)(=O)C1C=CC=CC=1. (4) The reactants are [OH:1][C:2]1[CH:3]=[C:4]([CH:9]=[C:10]([O:13][CH3:14])[C:11]=1[OH:12])[C:5]([O:7][CH3:8])=[O:6].[C:15]([O-])([O-])=O.[K+].[K+]. The catalyst is CC(C)=O. The product is [CH3:14][O:13][C:10]1[C:11]2[O:12][CH2:15][O:1][C:2]=2[CH:3]=[C:4]([C:5]([O:7][CH3:8])=[O:6])[CH:9]=1. The yield is 0.800. (5) The reactants are [NH:1]1[CH2:6][CH2:5][CH:4]([NH:7][C:8](=[O:14])[O:9][C:10]([CH3:13])([CH3:12])[CH3:11])[CH2:3][CH2:2]1.CCN(CC)CC.[Br:22][C:23]1[CH:28]=[CH:27][C:26]([S:29](Cl)(=[O:31])=[O:30])=[CH:25][CH:24]=1. The catalyst is C(Cl)Cl.CCOC(C)=O. The product is [Br:22][C:23]1[CH:28]=[CH:27][C:26]([S:29]([N:1]2[CH2:2][CH2:3][CH:4]([NH:7][C:8](=[O:14])[O:9][C:10]([CH3:11])([CH3:13])[CH3:12])[CH2:5][CH2:6]2)(=[O:31])=[O:30])=[CH:25][CH:24]=1. The yield is 0.980. (6) The product is [CH2:17]([O:19][C:20]1[CH:21]=[C:22]([CH:23]2[C:8]([C:9]3[CH:14]=[CH:13][CH:12]=[CH:11][C:10]=3[CH3:15])=[C:7]([C:1]3[CH:6]=[CH:5][CH:4]=[CH:3][CH:2]=3)[NH:35][C:33](=[O:34])[NH:32]2)[CH:25]=[C:26]([N+:29]([O-:31])=[O:30])[C:27]=1[OH:28])[CH3:18]. The yield is 0.104. The reactants are [C:1]1([C:7](=O)[CH2:8][C:9]2[CH:14]=[CH:13][CH:12]=[CH:11][C:10]=2[CH3:15])[CH:6]=[CH:5][CH:4]=[CH:3][CH:2]=1.[CH2:17]([O:19][C:20]1[CH:21]=[C:22]([CH:25]=[C:26]([N+:29]([O-:31])=[O:30])[C:27]=1[OH:28])[CH:23]=O)[CH3:18].[NH2:32][C:33]([NH2:35])=[O:34].Cl. The catalyst is C(O)C. (7) The reactants are [CH3:1][C:2]1[C:7](OS(C(F)(F)F)(=O)=O)=[CH:6][CH:5]=[CH:4][N:3]=1.B1(B2OC(C)(C)C(C)(C)O2)OC(C)(C)C(C)(C)O1.C([O-])(=O)C.[K+].[Br:39][C:40]1[C:41](I)=[CH:42][C:43]([Cl:46])=[N:44][CH:45]=1.C(=O)([O-])[O-].[Na+].[Na+]. The catalyst is CN(C)C=O.O.C1C=CC([PH+]([C]2[CH][CH][CH][CH]2)C2C=CC=CC=2)=CC=1.C1C=CC([PH+]([C]2[CH][CH][CH][CH]2)C2C=CC=CC=2)=CC=1.C(Cl)Cl.Cl[Pd]Cl.[Fe]. The product is [Br:39][C:40]1[C:41]([C:7]2[C:2]([CH3:1])=[N:3][CH:4]=[CH:5][CH:6]=2)=[CH:42][C:43]([Cl:46])=[N:44][CH:45]=1. The yield is 0.310. (8) The reactants are [Cl:1][C:2]1[CH:11]=[CH:10][C:9]([NH:12][S:13]([C:16]2[CH:21]=[CH:20][C:19]([C:22]([F:25])([F:24])[F:23])=[CH:18][C:17]=2[N+:26]([O-])=O)(=[O:15])=[O:14])=[C:8]2[C:3]=1[CH:4]=[CH:5][CH:6]=[N:7]2.O.NN. The catalyst is [Ni].CO. The product is [NH2:26][C:17]1[CH:18]=[C:19]([C:22]([F:24])([F:23])[F:25])[CH:20]=[CH:21][C:16]=1[S:13]([NH:12][C:9]1[CH:10]=[CH:11][C:2]([Cl:1])=[C:3]2[C:8]=1[N:7]=[CH:6][CH:5]=[CH:4]2)(=[O:14])=[O:15]. The yield is 0.270. (9) The reactants are C([O:3][C:4](=[O:21])[C:5]1[CH:10]=[CH:9][CH:8]=[N:7][C:6]=1[O:11][C:12]1[CH:20]=[CH:19][C:15]2=[N:16][O:17][N:18]=[C:14]2[CH:13]=1)C.[Li+].[OH-]. The catalyst is O1CCCC1. The product is [N:16]1[O:17][N:18]=[C:14]2[CH:13]=[C:12]([O:11][C:6]3[N:7]=[CH:8][CH:9]=[CH:10][C:5]=3[C:4]([OH:21])=[O:3])[CH:20]=[CH:19][C:15]=12. The yield is 0.960.